Task: Regression. Given a peptide amino acid sequence and an MHC pseudo amino acid sequence, predict their binding affinity value. This is MHC class I binding data.. Dataset: Peptide-MHC class I binding affinity with 185,985 pairs from IEDB/IMGT The peptide sequence is VPWQEKTAS. The MHC is HLA-A11:01 with pseudo-sequence HLA-A11:01. The binding affinity (normalized) is 0.0847.